The task is: Predict the reactants needed to synthesize the given product.. This data is from Full USPTO retrosynthesis dataset with 1.9M reactions from patents (1976-2016). (1) Given the product [CH3:35][N:36]([C@H:37]1[C:46]2[C:41](=[CH:42][CH:43]=[CH:44][CH:45]=2)[CH2:40][CH2:39][CH2:38]1)[C:21]([C:18]1[CH:19]=[CH:20][N:16]([CH:13]2[CH2:12][CH2:11][N:10]([C:8](=[O:9])[CH2:7][N:6]3[C:2]([CH3:1])=[CH:3][C:4]([C:24]([F:26])([F:25])[F:27])=[N:5]3)[CH2:15][CH2:14]2)[N:17]=1)=[O:23], predict the reactants needed to synthesize it. The reactants are: [CH3:1][C:2]1[N:6]([CH2:7][C:8]([N:10]2[CH2:15][CH2:14][CH:13]([N:16]3[CH:20]=[CH:19][C:18]([C:21]([OH:23])=O)=[N:17]3)[CH2:12][CH2:11]2)=[O:9])[N:5]=[C:4]([C:24]([F:27])([F:26])[F:25])[CH:3]=1.CN1CCOCC1.[CH3:35][NH:36][C@H:37]1[C:46]2[C:41](=[CH:42][CH:43]=[CH:44][CH:45]=2)[CH2:40][CH2:39][CH2:38]1. (2) Given the product [NH2:35][C@H:32]1[CH2:33][CH2:34][N:30]([C:28]([C:27]2[CH:26]=[CH:25][C:24]([CH2:23][N:20]3[CH2:21][CH2:22][N:18]([CH:15]4[CH2:16][CH2:17][N:12]([C:3]5[C:2]([F:1])=[CH:7][C:6]([C:8]([F:10])([F:9])[F:11])=[CH:5][N:4]=5)[CH2:13][CH2:14]4)[C:19]3=[O:45])=[CH:44][CH:43]=2)=[O:29])[CH2:31]1.[F:49][C:48]([F:51])([F:50])[C:46]([OH:52])=[O:47].[NH2:35][C@H:32]1[CH2:33][CH2:34][N:30]([C:28]([C:27]2[CH:26]=[CH:25][C:24]([CH2:23][N:20]3[CH2:21][CH2:22][N:18]([CH:15]4[CH2:16][CH2:17][N:12]([C:3]5[C:2]([F:1])=[CH:7][C:6]([C:8]([F:10])([F:9])[F:11])=[CH:5][N:4]=5)[CH2:13][CH2:14]4)[C:19]3=[O:45])=[CH:44][CH:43]=2)=[O:29])[CH2:31]1, predict the reactants needed to synthesize it. The reactants are: [F:1][C:2]1[C:3]([N:12]2[CH2:17][CH2:16][CH:15]([N:18]3[CH2:22][CH2:21][N:20]([CH2:23][C:24]4[CH:44]=[CH:43][C:27]([C:28]([N:30]5[CH2:34][CH2:33][C@H:32]([NH:35]C(=O)OC(C)(C)C)[CH2:31]5)=[O:29])=[CH:26][CH:25]=4)[C:19]3=[O:45])[CH2:14][CH2:13]2)=[N:4][CH:5]=[C:6]([C:8]([F:11])([F:10])[F:9])[CH:7]=1.[C:46]([OH:52])([C:48]([F:51])([F:50])[F:49])=[O:47].C(Cl)Cl. (3) Given the product [Cl:1][C:2]1[N:3]=[C:4]([N:11]2[CH2:16][CH2:15][O:14][CH2:13][CH2:12]2)[C:5]2[S:10][C:9]([C:18]3([OH:17])[CH2:19][CH2:20][N:21]([C:24]([O:26][C:27]([CH3:29])([CH3:28])[CH3:30])=[O:25])[CH2:22][CH2:23]3)=[CH:8][C:6]=2[N:7]=1, predict the reactants needed to synthesize it. The reactants are: [Cl:1][C:2]1[N:3]=[C:4]([N:11]2[CH2:16][CH2:15][O:14][CH2:13][CH2:12]2)[C:5]2[S:10][CH:9]=[CH:8][C:6]=2[N:7]=1.[O:17]=[C:18]1[CH2:23][CH2:22][N:21]([C:24]([O:26][C:27]([CH3:30])([CH3:29])[CH3:28])=[O:25])[CH2:20][CH2:19]1. (4) Given the product [OH:14][C@H:12]1[CH2:13][NH:8][C@H:9]([C:19]([OH:21])=[O:20])[C@@H:10]([C:15]([O:17][CH3:18])=[O:16])[CH2:11]1, predict the reactants needed to synthesize it. The reactants are: C([N:8]1[CH2:13][C@H:12]([OH:14])[CH2:11][C@H:10]([C:15]([O:17][CH3:18])=[O:16])[C@H:9]1[C:19]([O:21]CC1C=CC=CC=1)=[O:20])C1C=CC=CC=1.[H][H]. (5) Given the product [CH3:23][C:8]1[CH:9]=[C:10]([O:13][CH2:14][CH:15]([CH3:22])[CH2:16][O:17][C:33]2[CH:34]=[CH:35][C:36]([C:38]([F:41])([F:40])[F:39])=[CH:37][C:32]=2[O:25][C:26]2[CH:27]=[CH:28][CH:29]=[CH:30][CH:31]=2)[CH:11]=[CH:12][C:7]=1[CH2:6][CH2:5][C:4]([OH:3])=[O:24], predict the reactants needed to synthesize it. The reactants are: C([O:3][C:4](=[O:24])[CH2:5][CH2:6][C:7]1[CH:12]=[CH:11][C:10]([O:13][CH2:14][CH:15]([CH3:22])[CH2:16][O:17]S(C)(=O)=O)=[CH:9][C:8]=1[CH3:23])C.[O:25]([C:32]1[CH:37]=[C:36]([C:38]([F:41])([F:40])[F:39])[CH:35]=[CH:34][C:33]=1O)[C:26]1[CH:31]=[CH:30][CH:29]=[CH:28][CH:27]=1. (6) Given the product [CH3:1][O:2][C:3]1[CH:8]=[CH:7][C:6]([CH:9]2[CH2:14][CH2:13][CH:12]([CH2:15][CH:16]=[O:17])[CH2:11][CH2:10]2)=[CH:5][CH:4]=1, predict the reactants needed to synthesize it. The reactants are: [CH3:1][O:2][C:3]1[CH:8]=[CH:7][C:6]([CH:9]2[CH2:14][CH2:13][CH:12]([CH2:15][CH2:16][OH:17])[CH2:11][CH2:10]2)=[CH:5][CH:4]=1.C(=O)(O)[O-].[Na+].CC(OI1(OC(C)=O)(OC(C)=O)OC(=O)C2C=CC=CC1=2)=O. (7) Given the product [C:1]([C:5]1[CH:6]=[C:7]2[C:12](=[O:13])[N:11]([CH:14]([C:19]3[CH:24]=[CH:23][C:22]([O:25][CH3:26])=[C:21]([O:27][CH2:28][CH3:29])[CH:20]=3)[CH2:15][C:16]([NH:45][OH:46])=[O:17])[C:9](=[O:10])[C:8]2=[CH:30][CH:31]=1)([CH3:4])([CH3:3])[CH3:2], predict the reactants needed to synthesize it. The reactants are: [C:1]([C:5]1[CH:6]=[C:7]2[C:12](=[O:13])[N:11]([CH:14]([C:19]3[CH:24]=[CH:23][C:22]([O:25][CH3:26])=[C:21]([O:27][CH2:28][CH3:29])[CH:20]=3)[CH2:15][C:16](O)=[O:17])[C:9](=[O:10])[C:8]2=[CH:30][CH:31]=1)([CH3:4])([CH3:3])[CH3:2].C(N1C=CN=C1)(N1C=CN=C1)=O.Cl.[NH2:45][OH:46]. (8) Given the product [CH:1]1([CH:4]([C:18]2[CH:23]=[CH:22][CH:21]=[CH:20][C:19]=2[F:24])[NH:5][C:6]([C:8]2[CH:9]=[C:10]3[C:14](=[CH:15][CH:16]=2)[NH:13][N:12]=[C:11]3[C:33]2[CH:34]=[CH:35][C:36]([O:37][CH:38]3[CH2:39][CH2:40][N:41]([CH:44]=[O:45])[CH2:42][CH2:43]3)=[CH:46][CH:47]=2)=[O:7])[CH2:3][CH2:2]1, predict the reactants needed to synthesize it. The reactants are: [CH:1]1([CH:4]([C:18]2[CH:23]=[CH:22][CH:21]=[CH:20][C:19]=2[F:24])[NH:5][C:6]([C:8]2[CH:9]=[C:10]3[C:14](=[CH:15][CH:16]=2)[NH:13][N:12]=[C:11]3I)=[O:7])[CH2:3][CH2:2]1.CC1(C)C(C)(C)OB([C:33]2[CH:47]=[CH:46][C:36]([O:37][CH:38]3[CH2:43][CH2:42][N:41]([CH:44]=[O:45])[CH2:40][CH2:39]3)=[CH:35][CH:34]=2)O1. (9) The reactants are: Cl[CH2:2][C:3]([NH:5][C:6]1[CH:11]=[CH:10][C:9]([C:12]2[O:16][CH:15]=[N:14][CH:13]=2)=[C:8]([O:17][CH3:18])[CH:7]=1)=[O:4].[NH2:19][C:20]1[CH:25]=[CH:24][CH:23]=[CH:22][CH:21]=1. Given the product [CH3:18][O:17][C:8]1[CH:7]=[C:6]([NH:5][C:3](=[O:4])[CH2:2][NH:19][C:20]2[CH:25]=[CH:24][CH:23]=[CH:22][CH:21]=2)[CH:11]=[CH:10][C:9]=1[C:12]1[O:16][CH:15]=[N:14][CH:13]=1, predict the reactants needed to synthesize it. (10) Given the product [CH3:28][O:27][C:20]1[CH:21]=[C:22]([O:25][CH3:26])[CH:23]=[CH:24][C:19]=1[CH2:18][N:17]([CH2:16][C:14]1[CH:13]=[CH:12][CH:11]=[C:10]2[C:15]=1[NH:7][CH:8]=[CH:9]2)[C:3](=[O:4])[CH:2]([Br:1])[CH3:6], predict the reactants needed to synthesize it. The reactants are: [Br:1][CH:2]([CH3:6])[C:3](Cl)=[O:4].[NH:7]1[C:15]2[C:10](=[CH:11][CH:12]=[CH:13][C:14]=2[CH2:16][NH:17][CH2:18][C:19]2[CH:24]=[CH:23][C:22]([O:25][CH3:26])=[CH:21][C:20]=2[O:27][CH3:28])[CH:9]=[CH:8]1.C(N(CC)CC)C.